Dataset: Forward reaction prediction with 1.9M reactions from USPTO patents (1976-2016). Task: Predict the product of the given reaction. (1) Given the reactants [CH3:1][C:2]([C:4]1[CH:5]=[CH:6][C:7]([OH:10])=[CH:8][CH:9]=1)=[O:3].[CH3:11][N:12]([CH3:21])[C:13]1[CH:20]=[CH:19][C:16]([CH:17]=O)=[CH:15][CH:14]=1.[OH-].[K+], predict the reaction product. The product is: [CH3:11][N:12]([CH3:21])[C:13]1[CH:20]=[CH:19][C:16](/[CH:17]=[CH:1]/[C:2]([C:4]2[CH:9]=[CH:8][C:7]([OH:10])=[CH:6][CH:5]=2)=[O:3])=[CH:15][CH:14]=1. (2) Given the reactants [Cl:1][C:2]1[CH:7]=[CH:6][C:5]([C:8]2[N:13]=[C:12]([C:14](O)=[O:15])[CH:11]=[C:10]([Cl:17])[C:9]=2[Cl:18])=[C:4]([F:19])[C:3]=1[O:20][CH3:21].S(Cl)([Cl:24])=O.C1(C)C=CC=CC=1, predict the reaction product. The product is: [Cl:1][C:2]1[CH:7]=[CH:6][C:5]([C:8]2[N:13]=[C:12]([C:14]([Cl:24])=[O:15])[CH:11]=[C:10]([Cl:17])[C:9]=2[Cl:18])=[C:4]([F:19])[C:3]=1[O:20][CH3:21]. (3) Given the reactants O.O.O.O.[C:5]([O-:8])(=[O:7])[CH3:6].[Co+2:9].[C:10]([O-:13])(=[O:12])[CH3:11], predict the reaction product. The product is: [C:5]([O-:8])(=[O:7])[CH3:6].[Co+2:9].[C:10]([O-:13])(=[O:12])[CH3:11]. (4) Given the reactants Cl[C:2]1[CH:3]=[C:4]2[C:9](=[CH:10][CH:11]=1)[N:8]=[C:7]([NH:12][CH2:13][C:14]1[CH:19]=[CH:18][C:17]([F:20])=[CH:16][C:15]=1[O:21][CH3:22])[CH:6]=[C:5]2[NH:23][CH2:24][CH2:25][O:26][CH3:27].[N:28]1[CH:33]=[CH:32][CH:31]=[C:30]([CH2:34][NH2:35])[CH:29]=1, predict the reaction product. The product is: [F:20][C:17]1[CH:18]=[CH:19][C:14]([CH2:13][NH:12][C:7]2[CH:6]=[C:5]([NH:23][CH2:24][CH2:25][O:26][CH3:27])[C:4]3[C:9](=[CH:10][CH:11]=[C:2]([NH:35][CH2:34][C:30]4[CH:29]=[N:28][CH:33]=[CH:32][CH:31]=4)[CH:3]=3)[N:8]=2)=[C:15]([O:21][CH3:22])[CH:16]=1. (5) Given the reactants [H-].[Na+].Cl[CH2:4][CH2:5][S:6](Cl)(=[O:8])=[O:7].[CH3:10][O:11][C:12]1[CH:13]=[C:14]([C:18]2[CH:23]=[CH:22][C:21]([C:24]3[C:25]([NH2:30])=[N:26][CH:27]=[CH:28][CH:29]=3)=[CH:20][CH:19]=2)[CH:15]=[CH:16][CH:17]=1, predict the reaction product. The product is: [CH3:10][O:11][C:12]1[CH:13]=[C:14]([C:18]2[CH:23]=[CH:22][C:21]([C:24]3[C:25]4=[N:30][S:6](=[O:8])(=[O:7])[CH2:5][CH2:4][N:26]4[CH:27]=[CH:28][CH:29]=3)=[CH:20][CH:19]=2)[CH:15]=[CH:16][CH:17]=1.